From a dataset of Forward reaction prediction with 1.9M reactions from USPTO patents (1976-2016). Predict the product of the given reaction. Given the reactants [NH2:1][C:2]1[CH:3]=[C:4]([CH:30]=[CH:31][CH:32]=1)[CH2:5][CH2:6][N:7]1[C:12]2[N:13]=[C:14]([NH:17][CH3:18])[N:15]=[CH:16][C:11]=2[CH:10]=[C:9]([C:19]2[CH:24]=[C:23]([O:25][CH3:26])[CH:22]=[C:21]([O:27][CH3:28])[CH:20]=2)[C:8]1=[O:29].CCN(C(C)C)C(C)C.[C:42](Cl)(=[O:45])[CH:43]=[CH2:44], predict the reaction product. The product is: [CH3:28][O:27][C:21]1[CH:20]=[C:19]([C:9]2[C:8](=[O:29])[N:7]([CH2:6][CH2:5][C:4]3[CH:3]=[C:2]([NH:1][C:42](=[O:45])[CH:43]=[CH2:44])[CH:32]=[CH:31][CH:30]=3)[C:12]3[N:13]=[C:14]([NH:17][CH3:18])[N:15]=[CH:16][C:11]=3[CH:10]=2)[CH:24]=[C:23]([O:25][CH3:26])[CH:22]=1.